This data is from NCI-60 drug combinations with 297,098 pairs across 59 cell lines. The task is: Regression. Given two drug SMILES strings and cell line genomic features, predict the synergy score measuring deviation from expected non-interaction effect. (1) Drug 1: COCCOC1=C(C=C2C(=C1)C(=NC=N2)NC3=CC=CC(=C3)C#C)OCCOC.Cl. Drug 2: B(C(CC(C)C)NC(=O)C(CC1=CC=CC=C1)NC(=O)C2=NC=CN=C2)(O)O. Cell line: ACHN. Synergy scores: CSS=49.3, Synergy_ZIP=-0.363, Synergy_Bliss=3.15, Synergy_Loewe=-16.4, Synergy_HSA=0.945. (2) Drug 1: CCC1=CC2CC(C3=C(CN(C2)C1)C4=CC=CC=C4N3)(C5=C(C=C6C(=C5)C78CCN9C7C(C=CC9)(C(C(C8N6C)(C(=O)OC)O)OC(=O)C)CC)OC)C(=O)OC. Drug 2: CC1=C(C(=CC=C1)Cl)NC(=O)C2=CN=C(S2)NC3=CC(=NC(=N3)C)N4CCN(CC4)CCO. Cell line: OVCAR3. Synergy scores: CSS=59.7, Synergy_ZIP=-1.04, Synergy_Bliss=-2.40, Synergy_Loewe=-1.99, Synergy_HSA=1.44. (3) Drug 1: CN1CCC(CC1)COC2=C(C=C3C(=C2)N=CN=C3NC4=C(C=C(C=C4)Br)F)OC. Drug 2: C1=CC(=CC=C1CC(C(=O)O)N)N(CCCl)CCCl.Cl. Cell line: SW-620. Synergy scores: CSS=14.7, Synergy_ZIP=-1.02, Synergy_Bliss=4.97, Synergy_Loewe=1.49, Synergy_HSA=2.06. (4) Drug 1: CC12CCC3C(C1CCC2=O)CC(=C)C4=CC(=O)C=CC34C. Drug 2: C1CN(CCN1C(=O)CCBr)C(=O)CCBr. Cell line: NCIH23. Synergy scores: CSS=69.5, Synergy_ZIP=-6.90, Synergy_Bliss=-0.273, Synergy_Loewe=-7.63, Synergy_HSA=2.25.